This data is from Full USPTO retrosynthesis dataset with 1.9M reactions from patents (1976-2016). The task is: Predict the reactants needed to synthesize the given product. Given the product [Br:17][C:18]1[CH:23]=[C:22]([C:9]2[CH:10]=[CH:11][C:6]3[NH:5][C:4](=[O:15])[O:3][C:2]([CH3:16])([CH3:1])[C:7]=3[CH:8]=2)[CH:21]=[C:20]([CH3:25])[CH:19]=1, predict the reactants needed to synthesize it. The reactants are: [CH3:1][C:2]1([CH3:16])[C:7]2[CH:8]=[C:9](B(O)O)[CH:10]=[CH:11][C:6]=2[NH:5][C:4](=[O:15])[O:3]1.[Br:17][C:18]1[CH:19]=[C:20]([CH3:25])[CH:21]=[C:22](Br)[CH:23]=1.